This data is from Reaction yield outcomes from USPTO patents with 853,638 reactions. The task is: Predict the reaction yield, written as a fraction of the theoretical maximum amount of product (1.0 means a 100% yield; for example, 0.34 means a 34% yield). (1) The catalyst is CN(C=O)C. The product is [C:27]1([CH3:30])[CH:28]=[CH:29][C:24]([NH:21][C:22]([N:18]2[CH2:19][CH2:20][CH:15]([C:6]3[C:5]4[C:10](=[CH:11][C:12]([O:13][CH3:14])=[C:3]([O:2][CH3:1])[CH:4]=4)[N:9]=[CH:8][N:7]=3)[CH2:16][CH2:17]2)=[O:23])=[CH:25][CH:26]=1. The yield is 0.840. The reactants are [CH3:1][O:2][C:3]1[CH:4]=[C:5]2[C:10](=[CH:11][C:12]=1[O:13][CH3:14])[N:9]=[CH:8][N:7]=[C:6]2[CH:15]1[CH2:20][CH2:19][NH:18][CH2:17][CH2:16]1.[N:21]([C:24]1[CH:29]=[CH:28][C:27]([CH3:30])=[CH:26][CH:25]=1)=[C:22]=[O:23]. (2) The reactants are Br[C:2]1[N:3]=[C:4]2[C:10]3[CH:11]=[CH:12][CH:13]=[CH:14][C:9]=3[NH:8][C:7]3[N:15]=[CH:16][CH:17]=[CH:18][C:6]=3[N:5]2[C:19]=1[C:20]1[CH:25]=[CH:24][C:23]([C:26]2([NH:30]C(=O)OC(C)(C)C)[CH2:29][CH2:28][CH2:27]2)=[CH:22][CH:21]=1.CC1(C)C(C)(C)OB([C:46]2[CH:47]=[CH:48][C:49]([NH2:52])=[N:50][CH:51]=2)O1.[O-]P([O-])([O-])=O.[K+].[K+].[K+]. The catalyst is CN(C=O)C.O.CCOC(C)=O.CC(P(C(C)(C)C)C1C=CC(N(C)C)=CC=1)(C)C.CC(P(C(C)(C)C)C1C=CC(N(C)C)=CC=1)(C)C.Cl[Pd]Cl. The product is [NH2:30][C:26]1([C:23]2[CH:24]=[CH:25][C:20]([C:19]3[N:5]4[C:6]5[CH:18]=[CH:17][CH:16]=[N:15][C:7]=5[NH:8][C:9]5[CH:14]=[CH:13][CH:12]=[CH:11][C:10]=5[C:4]4=[N:3][C:2]=3[C:46]3[CH:47]=[CH:48][C:49]([NH2:52])=[N:50][CH:51]=3)=[CH:21][CH:22]=2)[CH2:29][CH2:28][CH2:27]1. The yield is 0.430. (3) The reactants are [F:1][C:2]1[CH:3]=[C:4]([CH:36]=[CH:37][CH:38]=1)[CH2:5][N:6]1[CH:10]=[C:9]([C:11]2[C:19]3[C:14](=[N:15][CH:16]=[C:17]([C:20]4[CH:21]=[C:22]([O:34][CH3:35])[C:23]([NH:26]C(=O)OC(C)(C)C)=[N:24][CH:25]=4)[CH:18]=3)[NH:13][CH:12]=2)[CH:8]=[N:7]1. The catalyst is C(O)(C(F)(F)F)=O.C(Cl)Cl. The yield is 0.219. The product is [F:1][C:2]1[CH:3]=[C:4]([CH:36]=[CH:37][CH:38]=1)[CH2:5][N:6]1[CH:10]=[C:9]([C:11]2[C:19]3[C:14](=[N:15][CH:16]=[C:17]([C:20]4[CH:21]=[C:22]([O:34][CH3:35])[C:23]([NH2:26])=[N:24][CH:25]=4)[CH:18]=3)[NH:13][CH:12]=2)[CH:8]=[N:7]1.